Binary Classification. Given a drug SMILES string, predict its activity (active/inactive) in a high-throughput screening assay against a specified biological target. From a dataset of M1 muscarinic receptor antagonist screen with 61,756 compounds. (1) The compound is S(=O)(=O)(N(CC)CC)c1cc(c2n(N)c(SCC(=O)NCCC=3CCCCC3)nn2)ccc1. The result is 0 (inactive). (2) The compound is n1(ncc2c1ncn1c2nnc1)c1ccccc1. The result is 0 (inactive). (3) The drug is Clc1c(OC)cc(n2nnnc2SCC(=O)N2CCN(CC2)c2ccc(F)cc2)c(OC)c1. The result is 0 (inactive). (4) The molecule is o1c(N2CCNCC2)nc2c1cccc2. The result is 0 (inactive). (5) The result is 0 (inactive). The molecule is s1c2c(CCCC2)c(c1NC(=O)Cc1sccc1)C(OC)=O.